Dataset: CYP2C9 inhibition data for predicting drug metabolism from PubChem BioAssay. Task: Regression/Classification. Given a drug SMILES string, predict its absorption, distribution, metabolism, or excretion properties. Task type varies by dataset: regression for continuous measurements (e.g., permeability, clearance, half-life) or binary classification for categorical outcomes (e.g., BBB penetration, CYP inhibition). Dataset: cyp2c9_veith. (1) The compound is CC(C)c1ccc(N2C(=O)CC(Sc3nc4ccccc4o3)C2=O)cc1. The result is 1 (inhibitor). (2) The molecule is COc1cccc(Nc2ncc3nc(-c4cc(F)cc(F)c4)c(=O)n(C[C@H]4CCCO4)c3n2)c1. The result is 0 (non-inhibitor). (3) The compound is O=c1c(-c2ccccc2)nc2cncnc2n1Cc1ccc(F)cc1. The result is 1 (inhibitor). (4) The molecule is O=C1c2ccccc2C(=O)N1c1ccc(Cc2ccc(N3C(=O)c4ccccc4C3=O)cc2)cc1. The result is 0 (non-inhibitor).